From a dataset of Reaction yield outcomes from USPTO patents with 853,638 reactions. Predict the reaction yield, written as a fraction of the theoretical maximum amount of product (1.0 means a 100% yield; for example, 0.34 means a 34% yield). (1) The reactants are [C:1]([C:4]1[CH:5]=[C:6]([O:21][C:22]([F:25])([F:24])[F:23])[CH:7]=[C:8]2[C:13]=1[O:12][CH:11]([C:14]([F:17])([F:16])[F:15])[C:10]([C:18]([OH:20])=[O:19])=[CH:9]2)(=[O:3])[CH3:2].CCO.[BH4-].[Na+]. The catalyst is C1COCC1. The product is [OH:3][CH:1]([C:4]1[CH:5]=[C:6]([O:21][C:22]([F:25])([F:23])[F:24])[CH:7]=[C:8]2[C:13]=1[O:12][CH:11]([C:14]([F:17])([F:16])[F:15])[C:10]([C:18]([OH:20])=[O:19])=[CH:9]2)[CH3:2]. The yield is 0.520. (2) The reactants are [I:1][C:2]1[CH:7]=[CH:6][NH:5][C:4](=[O:8])[CH:3]=1.C1C=CN=C(C2C=[CH:17][CH:18]=[CH:19]N=2)C=1.C1(B(O)O)CC1.C([O-])([O-])=O.[Na+].[Na+]. The catalyst is ClC(Cl)C.CC([O-])=O.CC([O-])=O.[Cu+2]. The product is [CH:17]1([N:5]2[CH:6]=[CH:7][C:2]([I:1])=[CH:3][C:4]2=[O:8])[CH2:18][CH2:19]1. The yield is 0.810. (3) The reactants are [N+:1]([C:4]1[CH:5]=[C:6]([CH:8]=[CH:9][CH:10]=1)[NH2:7])([O-:3])=[O:2].[N:11]([O-])=O.[Na+].[Cl:15][Sn]Cl.O. The catalyst is O.Cl. The product is [ClH:15].[N+:1]([C:4]1[CH:5]=[C:6]([NH:7][NH2:11])[CH:8]=[CH:9][CH:10]=1)([O-:3])=[O:2]. The yield is 0.730. (4) The reactants are Br[C:2]1[CH:7]=[CH:6][CH:5]=[C:4]([Br:8])[CH:3]=1.[CH:9]1([NH2:13])[CH2:12][CH2:11][CH2:10]1. No catalyst specified. The product is [Br:8][C:4]1[CH:3]=[C:2]([CH:7]=[CH:6][CH:5]=1)[NH:13][CH:9]1[CH2:12][CH2:11][CH2:10]1. The yield is 0.0300. (5) The reactants are [Cl:1][C:2]1[CH:3]=[C:4]([OH:9])[CH:5]=[C:6]([OH:8])[CH:7]=1.Br[CH2:11][CH:12]([CH3:14])[CH3:13].C([O-])([O-])=O.[K+].[K+].O. The catalyst is CN(C=O)C. The product is [Cl:1][C:2]1[CH:7]=[C:6]([OH:8])[CH:5]=[C:4]([O:9][CH2:11][CH:12]([CH3:14])[CH3:13])[CH:3]=1. The yield is 0.520. (6) The reactants are [Br:1][C:2]1[CH:3]=[C:4]([C:8]2[CH:16]=[CH:15][CH:14]=[C:13]3[C:9]=2[CH:10]=[CH:11][NH:12]3)[CH:5]=[CH:6][CH:7]=1.[Br-].[Br-].[Br-].[NH+]1C=CC=CC=1.[NH+]1C=CC=CC=1.[NH+]1C=CC=CC=1.C(O)(=[O:40])C. The catalyst is CC(O)(C)C.C(O)C.C(O)(=O)C.[Zn]. The product is [Br:1][C:2]1[CH:3]=[C:4]([C:8]2[CH:16]=[CH:15][CH:14]=[C:13]3[C:9]=2[CH2:10][C:11](=[O:40])[NH:12]3)[CH:5]=[CH:6][CH:7]=1. The yield is 0.650. (7) The reactants are [OH:1][C:2]1([C:9]2[CH:14]=[CH:13][C:12]([F:15])=[CH:11][CH:10]=2)[CH2:7][CH2:6][C:5](=[O:8])[CH2:4][CH2:3]1.N1C=CC=CC=1.[C:22](OC(=O)C)(=[O:24])[CH3:23]. The catalyst is CN(C)C1C=CN=CC=1.C(Cl)Cl. The product is [C:22]([O:1][C:2]1([C:9]2[CH:10]=[CH:11][C:12]([F:15])=[CH:13][CH:14]=2)[CH2:3][CH2:4][C:5](=[O:8])[CH2:6][CH2:7]1)(=[O:24])[CH3:23]. The yield is 0.820. (8) The reactants are C[O:2][C:3]1[C:4]([CH3:29])=[C:5]([C:20]([O:27]C)=[C:21]([O:25][CH3:26])[C:22]=1[O:23][CH3:24])[CH2:6][C:7]1[CH:8]=[CH:9][C:10]([O:16][CH:17]([CH3:19])[CH3:18])=[C:11]([CH:15]=1)[C:12]([OH:14])=[O:13].O=[N+]([O-])[O-].[O-][N+](=O)[O-].[O-][N+](=O)[O-].[O-][N+](=O)[O-].[O-][N+](=O)[O-].[O-][N+](=O)[O-].[Ce+4].[NH4+].[NH4+]. The catalyst is C(#N)C.O. The product is [CH3:24][O:23][C:22]1[C:3](=[O:2])[C:4]([CH3:29])=[C:5]([CH2:6][C:7]2[CH:8]=[CH:9][C:10]([O:16][CH:17]([CH3:18])[CH3:19])=[C:11]([CH:15]=2)[C:12]([OH:14])=[O:13])[C:20](=[O:27])[C:21]=1[O:25][CH3:26]. The yield is 0.830. (9) The reactants are [CH3:1][C:2]([S@@:5]([NH2:7])=[O:6])([CH3:4])[CH3:3].[CH:8]([CH:10]1[CH2:15][CH2:14][N:13]([C:16]([O:18][C:19]([CH3:22])([CH3:21])[CH3:20])=[O:17])[CH2:12][CH2:11]1)=O. The catalyst is C1COCC1.[O-]CC.[Ti+4].[O-]CC.[O-]CC.[O-]CC. The product is [C:2]([S@@:5](/[N:7]=[CH:8]/[CH:10]1[CH2:15][CH2:14][N:13]([C:16]([O:18][C:19]([CH3:20])([CH3:22])[CH3:21])=[O:17])[CH2:12][CH2:11]1)=[O:6])([CH3:4])([CH3:3])[CH3:1]. The yield is 0.850.